From a dataset of Forward reaction prediction with 1.9M reactions from USPTO patents (1976-2016). Predict the product of the given reaction. (1) Given the reactants C[O:2][C:3]1[C:4]([CH3:37])=[C:5]([C:28]([O:35]C)=[C:29]([O:33][CH3:34])[C:30]=1[O:31][CH3:32])[CH2:6][C:7]1[CH:8]=[CH:9][C:10]([O:21][C:22]2[CH:27]=[CH:26][N:25]=[CH:24][CH:23]=2)=[C:11]([CH:20]=1)[C:12]([N:14]1[CH2:19][CH2:18][CH2:17][CH2:16][CH2:15]1)=[O:13].O=[N+]([O-])[O-].[O-][N+](=O)[O-].[O-][N+](=O)[O-].[O-][N+](=O)[O-].[O-][N+](=O)[O-].[O-][N+](=O)[O-].[Ce+4].[NH4+].[NH4+], predict the reaction product. The product is: [CH3:32][O:31][C:30]1[C:3](=[O:2])[C:4]([CH3:37])=[C:5]([CH2:6][C:7]2[CH:8]=[CH:9][C:10]([O:21][C:22]3[CH:27]=[CH:26][N:25]=[CH:24][CH:23]=3)=[C:11]([CH:20]=2)[C:12]([N:14]2[CH2:15][CH2:16][CH2:17][CH2:18][CH2:19]2)=[O:13])[C:28](=[O:35])[C:29]=1[O:33][CH3:34]. (2) Given the reactants C(OC(=O)[NH:7][C:8]1[CH:13]=[CH:12][C:11]([C:14]([F:17])([F:16])[F:15])=[CH:10][C:9]=1[NH:18][C:19](=[O:35])[CH2:20][C:21](=O)[C:22]1[CH:27]=[CH:26][CH:25]=[C:24]([C:28]2[CH:33]=[CH:32][CH:31]=[CH:30][N:29]=2)[CH:23]=1)(C)(C)C.C(O)(C(F)(F)F)=O, predict the reaction product. The product is: [N:29]1[CH:30]=[CH:31][CH:32]=[CH:33][C:28]=1[C:24]1[CH:23]=[C:22]([C:21]2[CH2:20][C:19](=[O:35])[NH:18][C:9]3[CH:10]=[C:11]([C:14]([F:17])([F:16])[F:15])[CH:12]=[CH:13][C:8]=3[N:7]=2)[CH:27]=[CH:26][CH:25]=1. (3) The product is: [F:19][C:2]([C:5]1[CH:12]=[CH:11][C:8]([C:9]#[N:10])=[CH:7][CH:6]=1)([CH3:4])[CH3:3]. Given the reactants O[C:2]([C:5]1[CH:12]=[CH:11][C:8]([C:9]#[N:10])=[CH:7][CH:6]=1)([CH3:4])[CH3:3].C(N(S(F)(F)[F:19])CC)C, predict the reaction product. (4) Given the reactants [C:1]([N:8]([CH3:40])[CH:9]1[CH2:14][CH2:13][CH:12]([N:15]([CH2:28][C:29]2[CH:30]=[C:31](B(O)O)[CH:32]=[CH:33][C:34]=2[O:35][CH3:36])[C:16]([C:18]2[S:22][C:21]3[CH:23]=[CH:24][CH:25]=[CH:26][C:20]=3[C:19]=2[Cl:27])=[O:17])[CH2:11][CH2:10]1)([O:3][C:4]([CH3:7])([CH3:6])[CH3:5])=[O:2].Br[C:42]1[CH:47]=[CH:46][C:45]([CH2:48][OH:49])=[CH:44][CH:43]=1, predict the reaction product. The product is: [Cl:27][C:19]1[C:20]2[CH:26]=[CH:25][CH:24]=[CH:23][C:21]=2[S:22][C:18]=1[C:16]([N:15]([CH2:28][C:29]1[CH:30]=[C:31]([C:42]2[CH:47]=[CH:46][C:45]([CH2:48][OH:49])=[CH:44][CH:43]=2)[CH:32]=[CH:33][C:34]=1[O:35][CH3:36])[CH:12]1[CH2:11][CH2:10][CH:9]([N:8]([CH3:40])[C:1](=[O:2])[O:3][C:4]([CH3:7])([CH3:5])[CH3:6])[CH2:14][CH2:13]1)=[O:17]. (5) Given the reactants C(N(CC)CC)C.[CH:8]([C:10]1[C:18]2[C:13](=[CH:14][CH:15]=[CH:16][CH:17]=2)[N:12](C(OC(C)(C)C)=O)[CH:11]=1)=[O:9].[CH3:26][O:27][C:28]1[CH:29]=[C:30]([CH:39]=[CH:40][CH:41]=1)[N:31]=[CH:32][C:33]1[CH:34]=[N:35][CH:36]=[CH:37][CH:38]=1, predict the reaction product. The product is: [NH:12]1[C:13]2[C:18](=[CH:17][CH:16]=[CH:15][CH:14]=2)[C:10]([C:8](=[O:9])[CH:32]([NH:31][C:30]2[CH:39]=[CH:40][CH:41]=[C:28]([O:27][CH3:26])[CH:29]=2)[C:33]2[CH:34]=[N:35][CH:36]=[CH:37][CH:38]=2)=[CH:11]1. (6) The product is: [CH3:19][O:18][C:14](=[O:17])[CH2:15][S:16][C:7]1[CH:8]=[CH:9][C:4]([C:2](=[O:3])[CH3:1])=[CH:5][C:6]=1[N+:11]([O-:13])=[O:12]. Given the reactants [CH3:1][C:2]([C:4]1[CH:9]=[CH:8][C:7](Cl)=[C:6]([N+:11]([O-:13])=[O:12])[CH:5]=1)=[O:3].[C:14]([O:18][CH3:19])(=[O:17])[CH2:15][SH:16].C([O-])([O-])=O.[K+].[K+], predict the reaction product. (7) Given the reactants [CH:1](=O)[C:2]1[CH:7]=[CH:6][CH:5]=[CH:4][CH:3]=1.[C:9](#[N:13])[CH2:10][C:11]#[N:12].C(N(CC)CC)C.[CH3:21][O:22][C:23]1[CH:24]=[C:25]([C:31]2[CH2:35][C:34](=[O:36])[N:33]([CH3:37])[N:32]=2)[CH:26]=[CH:27][C:28]=1[O:29][CH3:30], predict the reaction product. The product is: [NH2:12][C:11]1[O:36][C:34]2[N:33]([CH3:37])[N:32]=[C:31]([C:25]3[CH:26]=[CH:27][C:28]([O:29][CH3:30])=[C:23]([O:22][CH3:21])[CH:24]=3)[C:35]=2[CH:1]([C:2]2[CH:7]=[CH:6][CH:5]=[CH:4][CH:3]=2)[C:10]=1[C:9]#[N:13].